Dataset: Forward reaction prediction with 1.9M reactions from USPTO patents (1976-2016). Task: Predict the product of the given reaction. (1) Given the reactants [Si]([O:8][CH2:9][C:10]1[N:11]([CH3:44])[C:12]2[CH:13]=[C:14]3[CH2:23][CH2:22][CH2:21][C:20]4[CH:24]=[C:25]([C:40]([O:42][CH3:43])=[O:41])[C:26](=[O:39])[N:27]([CH2:28][C:29]5[CH:34]=[CH:33][C:32]([O:35][CH3:36])=[CH:31][C:30]=5[O:37][CH3:38])[C:19]=4[C:15]3=[CH:16][C:17]=2[CH:18]=1)(C(C)(C)C)(C)C.CCCC[N+](CCCC)(CCCC)CCCC.[F-], predict the reaction product. The product is: [CH3:38][O:37][C:30]1[CH:31]=[C:32]([O:35][CH3:36])[CH:33]=[CH:34][C:29]=1[CH2:28][N:27]1[C:19]2[C:15]3=[CH:16][C:17]4[CH:18]=[C:10]([CH2:9][OH:8])[N:11]([CH3:44])[C:12]=4[CH:13]=[C:14]3[CH2:23][CH2:22][CH2:21][C:20]=2[CH:24]=[C:25]([C:40]([O:42][CH3:43])=[O:41])[C:26]1=[O:39]. (2) Given the reactants [CH3:1][O:2][C:3]1[CH:8]=[CH:7][CH:6]=[CH:5][C:4]=1[C:9]1[CH:14]=[CH:13][C:12]([C:15]([O:17]C)=[O:16])=[CH:11][C:10]=1[CH3:19].[OH-].[Na+], predict the reaction product. The product is: [CH3:1][O:2][C:3]1[CH:8]=[CH:7][CH:6]=[CH:5][C:4]=1[C:9]1[CH:14]=[CH:13][C:12]([C:15]([OH:17])=[O:16])=[CH:11][C:10]=1[CH3:19]. (3) The product is: [N+:1]([C:4]1[N:5]=[C:6]2[N:31]([CH:32]=1)[CH2:30][C:8]1([CH2:9][CH2:10][N:11]([C:14](=[O:29])[CH2:15][N:16]3[CH2:21][CH2:20][N:19]([CH2:22][C:42]([NH:44][C:45]4[CH:46]=[CH:47][C:48]([C:51]([F:52])([F:53])[F:54])=[CH:49][CH:50]=4)=[O:43])[CH2:18][CH2:17]3)[CH2:12][CH2:13]1)[O:7]2)([O-:3])=[O:2]. Given the reactants [N+:1]([C:4]1[N:5]=[C:6]2[N:31]([CH:32]=1)[CH2:30][C:8]1([CH2:13][CH2:12][N:11]([C:14](=[O:29])[CH2:15][N:16]3[CH2:21][CH2:20][N:19]([C:22](OC(C)(C)C)=O)[CH2:18][CH2:17]3)[CH2:10][CH2:9]1)[O:7]2)([O-:3])=[O:2].FC(F)(F)C(O)=O.BrC[C:42]([NH:44][C:45]1[CH:50]=[CH:49][C:48]([C:51]([F:54])([F:53])[F:52])=[CH:47][CH:46]=1)=[O:43].C(N(CC)CC)C, predict the reaction product. (4) Given the reactants [CH3:1][O:2][C:3]([C:5]1[CH:10]=[CH:9][CH:8]=[CH:7][C:6]=1[S:11][CH2:12][CH2:13][C:14]1[CH:24]=[CH:23][C:17]([O:18][CH2:19][C:20]([OH:22])=O)=[CH:16][CH:15]=1)=[O:4].[F:25][C:26]1[CH:35]=[CH:34][CH:33]=[CH:32][C:27]=1[CH2:28][NH:29][CH2:30][CH3:31].F[B-](F)(F)F.N1(OC(N(C)C)=[N+](C)C)C2C=CC=CC=2N=N1.C(N(C(C)C)C(C)C)C, predict the reaction product. The product is: [CH2:30]([N:29]([CH2:28][C:27]1[CH:32]=[CH:33][CH:34]=[CH:35][C:26]=1[F:25])[C:20](=[O:22])[CH2:19][O:18][C:17]1[CH:16]=[CH:15][C:14]([CH2:13][CH2:12][S:11][C:6]2[CH:7]=[CH:8][CH:9]=[CH:10][C:5]=2[C:3]([O:2][CH3:1])=[O:4])=[CH:24][CH:23]=1)[CH3:31]. (5) Given the reactants [ClH:1].Cl.C([N:7]([CH2:11][C@H:12]([OH:62])[CH2:13][C@@H:14]1[NH:32][C:31](=[O:33])[C@@H:30]([NH:34]C(OC(C)(C)C)=O)[CH2:29][C:28]2[CH:42]=[C:24]([CH:25]=[CH:26][C:27]=2[OH:43])[C:23]2=[CH:44][C:19](=[C:20]([OH:45])[CH:21]=[CH:22]2)[CH2:18][C@@H:17]([C:46]([NH:48][C@H:49]([C:55]([NH:57][CH2:58][CH2:59][NH2:60])=[O:56])[CH2:50][C@@H:51]([OH:54])[CH2:52][NH2:53])=[O:47])[NH:16][C:15]1=[O:61])C(=O)O)(C)(C)C.Cl, predict the reaction product. The product is: [ClH:1].[ClH:1].[ClH:1].[ClH:1].[NH2:34][C@H:30]1[CH2:29][C:28]2[CH:42]=[C:24]([CH:25]=[CH:26][C:27]=2[OH:43])[C:23]2=[CH:44][C:19](=[C:20]([OH:45])[CH:21]=[CH:22]2)[CH2:18][C@@H:17]([C:46]([NH:48][C@H:49]([C:55]([NH:57][CH2:58][CH2:59][NH2:60])=[O:56])[CH2:50][C@@H:51]([OH:54])[CH2:52][NH2:53])=[O:47])[NH:16][C:15](=[O:61])[C@H:14]([CH2:13][C@@H:12]([OH:62])[CH2:11][NH2:7])[NH:32][C:31]1=[O:33]. (6) Given the reactants [F:1][C:2]([F:17])([N:8]1[CH:12]=[CH:11][C:10]([S:13](=[O:16])(=[O:15])[NH2:14])=[N:9]1)[C:3]([N:5]([CH3:7])[CH3:6])=[O:4].[Cl:18][C:19]1[C:28](Cl)=[N:27][C:26]2[C:21](=[CH:22][CH:23]=[CH:24][CH:25]=2)[N:20]=1.C(=O)([O-])[O-].[K+].[K+], predict the reaction product. The product is: [Cl:18][C:19]1[C:28]([NH:14][S:13]([C:10]2[CH:11]=[CH:12][N:8]([C:2]([F:1])([F:17])[C:3]([N:5]([CH3:7])[CH3:6])=[O:4])[N:9]=2)(=[O:15])=[O:16])=[N:27][C:26]2[C:21]([N:20]=1)=[CH:22][CH:23]=[CH:24][CH:25]=2.